From a dataset of Peptide-MHC class I binding affinity with 185,985 pairs from IEDB/IMGT. Regression. Given a peptide amino acid sequence and an MHC pseudo amino acid sequence, predict their binding affinity value. This is MHC class I binding data. (1) The peptide sequence is RWRRRWQQL. The MHC is Mamu-B03 with pseudo-sequence Mamu-B03. The binding affinity (normalized) is 0.574. (2) The peptide sequence is ATKDSFQSF. The MHC is HLA-B15:01 with pseudo-sequence HLA-B15:01. The binding affinity (normalized) is 0.453. (3) The peptide sequence is KEKGPIFRD. The MHC is HLA-A26:01 with pseudo-sequence HLA-A26:01. The binding affinity (normalized) is 0.0847. (4) The peptide sequence is NYVHCFRKPH. The MHC is HLA-A11:01 with pseudo-sequence HLA-A11:01. The binding affinity (normalized) is 0. (5) The peptide sequence is KVFPYALINK. The MHC is Patr-A0401 with pseudo-sequence Patr-A0401. The binding affinity (normalized) is 0.914. (6) The peptide sequence is LMLVALLGA. The MHC is HLA-A02:17 with pseudo-sequence HLA-A02:17. The binding affinity (normalized) is 0.262. (7) The peptide sequence is FLIVSLCPTK. The MHC is HLA-A03:01 with pseudo-sequence HLA-A03:01. The binding affinity (normalized) is 0.502.